Regression. Given a peptide amino acid sequence and an MHC pseudo amino acid sequence, predict their binding affinity value. This is MHC class I binding data. From a dataset of Peptide-MHC class I binding affinity with 185,985 pairs from IEDB/IMGT. The peptide sequence is IQYPTAWQS. The MHC is HLA-B15:01 with pseudo-sequence HLA-B15:01. The binding affinity (normalized) is 0.0617.